Dataset: Reaction yield outcomes from USPTO patents with 853,638 reactions. Task: Predict the reaction yield, written as a fraction of the theoretical maximum amount of product (1.0 means a 100% yield; for example, 0.34 means a 34% yield). (1) The reactants are [OH-].[Na+].[C:3]([C:7]1[CH:12]=[CH:11][CH:10]=[CH:9][C:8]=1[OH:13])([CH3:6])([CH3:5])[CH3:4].I[CH3:15].O. The catalyst is CN(C=O)C. The yield is 0.800. The product is [C:3]([C:7]1[CH:12]=[CH:11][CH:10]=[CH:9][C:8]=1[O:13][CH3:15])([CH3:6])([CH3:4])[CH3:5]. (2) The reactants are [CH3:1][O:2][C:3]([C:5]1[CH:13]=[C:12]2[C:8]([C:9]3[CH:17]=[C:16]([CH3:18])[CH:15]=[N:14][C:10]=3[NH:11]2)=[C:7](N)[CH:6]=1)=[O:4].[I:20]C1C=C(C#N)C=C2C=1C1C=C(C)C=NC=1N2. No catalyst specified. The product is [CH3:1][O:2][C:3]([C:5]1[CH:13]=[C:12]2[C:8]([C:9]3[CH:17]=[C:16]([CH3:18])[CH:15]=[N:14][C:10]=3[NH:11]2)=[C:7]([I:20])[CH:6]=1)=[O:4]. The yield is 0.690. (3) The reactants are C([N:3](CC)CC)C.ClC(OCC)=O.[C:14]([N:21]1[CH2:26][CH2:25][CH2:24][C@H:23]([C:27]([OH:29])=O)[CH2:22]1)([O:16][C:17]([CH3:20])([CH3:19])[CH3:18])=[O:15]. The catalyst is C(Cl)(Cl)Cl. The product is [C:17]([O:16][C:14]([N:21]1[CH2:26][CH2:25][CH2:24][C@H:23]([C:27](=[O:29])[NH2:3])[CH2:22]1)=[O:15])([CH3:20])([CH3:19])[CH3:18]. The yield is 1.00.